Dataset: Catalyst prediction with 721,799 reactions and 888 catalyst types from USPTO. Task: Predict which catalyst facilitates the given reaction. (1) Reactant: [CH3:1][C:2]1[CH:3]=[C:4]([NH:16][C:17]2[C:27]3[CH:26]=[C:25]([C:28]([OH:30])=[O:29])[CH2:24][CH2:23][NH:22][C:21]=3[N:20]=[CH:19][N:18]=2)[CH:5]=[CH:6][C:7]=1[O:8][C:9]1[CH:10]=[N:11][C:12]([CH3:15])=[CH:13][CH:14]=1.[C:31]([NH2:35])([CH3:34])([CH3:33])[CH3:32].ON1C2C=CC=CC=2N=N1.Cl.C(N=C=NCCCN(C)C)C. Product: [CH:28]([OH:30])=[O:29].[C:31]([NH:35][C:28]([C:25]1[CH2:24][CH2:23][NH:22][C:21]2[N:20]=[CH:19][N:18]=[C:17]([NH:16][C:4]3[CH:5]=[CH:6][C:7]([O:8][C:9]4[CH:10]=[N:11][C:12]([CH3:15])=[CH:13][CH:14]=4)=[C:2]([CH3:1])[CH:3]=3)[C:27]=2[CH:26]=1)=[O:29])([CH3:34])([CH3:33])[CH3:32]. The catalyst class is: 9. (2) Reactant: [CH3:1][Si:2]1([CH3:7])[CH2:6][CH:5]=[CH:4][CH2:3]1.[Br-].[Br-].[Br-].C1([N+](C)(C)C)C=CC=CC=1.C1([N+](C)(C)C)C=CC=CC=1.C1([N+](C)(C)C)C=CC=CC=1.[CH3:41][C:42]1[CH:43]=[CH:44][C:45]([S:48]([NH:51]Cl)(=[O:50])=[O:49])=[CH:46][CH:47]=1. Product: [CH3:1][Si:2]1([CH3:7])[CH2:6][CH:5]2[CH:4]([N:51]2[S:48]([C:45]2[CH:46]=[CH:47][C:42]([CH3:41])=[CH:43][CH:44]=2)(=[O:49])=[O:50])[CH2:3]1. The catalyst class is: 10. (3) Reactant: [CH3:1][CH:2]1[CH2:6][CH2:5][CH2:4][C:3]1=[O:7].ClC1C=CC(N([S:16]([C:19]([F:22])([F:21])[F:20])(=[O:18])=[O:17])[S:16]([C:19]([F:22])([F:21])[F:20])(=[O:18])=[O:17])=NC=1.C[Si]([N-][Si](C)(C)C)(C)C.[K+].O. Product: [F:20][C:19]([F:22])([F:21])[S:16]([O:7][C:3]1[CH:2]([CH3:1])[CH2:6][CH2:5][CH:4]=1)(=[O:18])=[O:17]. The catalyst class is: 7. (4) Product: [N:40]1([C:36]2[CH:35]=[C:34]([C:30]3[CH:29]=[C:28]([C:27]4[CH2:26][C:25](=[O:46])[NH:24][C:9]5[CH:10]=[C:11]([C:50]([F:53])([F:52])[F:51])[C:12]([O:14][CH2:15][C:50]([F:53])([F:52])[F:51])=[CH:13][C:8]=5[N:7]=4)[CH:33]=[CH:32][CH:31]=3)[CH:39]=[CH:38][N:37]=2)[CH2:41][CH2:42][CH2:43][CH2:44]1. Reactant: C(OC(=O)[NH:7][C:8]1[CH:13]=[C:12]([O:14][CH2:15]C(F)(F)F)[C:11](C(F)(F)F)=[CH:10][C:9]=1[NH:24][C:25](=[O:46])[CH2:26][C:27](=O)[C:28]1[CH:33]=[CH:32][CH:31]=[C:30]([C:34]2[CH:39]=[CH:38][N:37]=[C:36]([N:40]3[CH2:44][CH2:43][CH2:42][CH2:41]3)[CH:35]=2)[CH:29]=1)(C)(C)C.C(O)([C:50]([F:53])([F:52])[F:51])=O. The catalyst class is: 2. (5) Reactant: [ClH:1].[CH2:2]([N:4]([CH2:41][CH3:42])[CH2:5][CH2:6][N:7]([CH2:25][CH2:26][NH:27][CH2:28][CH2:29][C:30]1[C:38]2[S:37][C:36](=[O:39])[NH:35][C:34]=2[C:33]([OH:40])=[CH:32][CH:31]=1)[C:8](=[O:24])[CH2:9][CH2:10][O:11][CH2:12][CH2:13][C:14]1[C:23]2[C:18](=[CH:19][CH:20]=[CH:21][CH:22]=2)[CH:17]=[CH:16][CH:15]=1)[CH3:3].C(OCC)C. Product: [ClH:1].[ClH:1].[CH2:41]([N:4]([CH2:2][CH3:3])[CH2:5][CH2:6][N:7]([CH2:25][CH2:26][NH:27][CH2:28][CH2:29][C:30]1[C:38]2[S:37][C:36](=[O:39])[NH:35][C:34]=2[C:33]([OH:40])=[CH:32][CH:31]=1)[C:8](=[O:24])[CH2:9][CH2:10][O:11][CH2:12][CH2:13][C:14]1[C:23]2[C:18](=[CH:19][CH:20]=[CH:21][CH:22]=2)[CH:17]=[CH:16][CH:15]=1)[CH3:42]. The catalyst class is: 5. (6) Reactant: [C:1]([C:5]1[CH:9]=[C:8]([NH2:10])[N:7]([CH2:11][CH3:12])[N:6]=1)([CH3:4])([CH3:3])[CH3:2].[C:13]([N:21]=[C:22]=[S:23])(=[O:20])[C:14]1[CH:19]=[CH:18][CH:17]=[CH:16][CH:15]=1. Product: [C:1]([C:5]1[CH:9]=[C:8]([NH:10][C:22]([NH:21][C:13](=[O:20])[C:14]2[CH:15]=[CH:16][CH:17]=[CH:18][CH:19]=2)=[S:23])[N:7]([CH2:11][CH3:12])[N:6]=1)([CH3:4])([CH3:2])[CH3:3]. The catalyst class is: 21.